From a dataset of NCI-60 drug combinations with 297,098 pairs across 59 cell lines. Regression. Given two drug SMILES strings and cell line genomic features, predict the synergy score measuring deviation from expected non-interaction effect. (1) Drug 1: CC1=C(C=C(C=C1)NC(=O)C2=CC=C(C=C2)CN3CCN(CC3)C)NC4=NC=CC(=N4)C5=CN=CC=C5. Drug 2: CC(C)(C#N)C1=CC(=CC(=C1)CN2C=NC=N2)C(C)(C)C#N. Cell line: OVCAR3. Synergy scores: CSS=3.13, Synergy_ZIP=5.94, Synergy_Bliss=3.73, Synergy_Loewe=-0.530, Synergy_HSA=0.131. (2) Drug 1: COC1=C2C(=CC3=C1OC=C3)C=CC(=O)O2. Drug 2: B(C(CC(C)C)NC(=O)C(CC1=CC=CC=C1)NC(=O)C2=NC=CN=C2)(O)O. Cell line: ACHN. Synergy scores: CSS=46.9, Synergy_ZIP=3.42, Synergy_Bliss=1.01, Synergy_Loewe=-48.5, Synergy_HSA=-4.40. (3) Drug 1: C1=NC2=C(N1)C(=S)N=C(N2)N. Drug 2: CC1C(C(CC(O1)OC2CC(CC3=C2C(=C4C(=C3O)C(=O)C5=C(C4=O)C(=CC=C5)OC)O)(C(=O)CO)O)N)O.Cl. Cell line: SR. Synergy scores: CSS=50.9, Synergy_ZIP=-16.1, Synergy_Bliss=-31.1, Synergy_Loewe=-29.4, Synergy_HSA=-27.3. (4) Drug 1: CCC1=CC2CC(C3=C(CN(C2)C1)C4=CC=CC=C4N3)(C5=C(C=C6C(=C5)C78CCN9C7C(C=CC9)(C(C(C8N6C)(C(=O)OC)O)OC(=O)C)CC)OC)C(=O)OC.C(C(C(=O)O)O)(C(=O)O)O. Drug 2: C(=O)(N)NO. Cell line: M14. Synergy scores: CSS=7.10, Synergy_ZIP=1.27, Synergy_Bliss=-0.555, Synergy_Loewe=-51.6, Synergy_HSA=-3.78. (5) Drug 1: CC1=C2C(C(=O)C3(C(CC4C(C3C(C(C2(C)C)(CC1OC(=O)C(C(C5=CC=CC=C5)NC(=O)OC(C)(C)C)O)O)OC(=O)C6=CC=CC=C6)(CO4)OC(=O)C)O)C)O. Drug 2: CC1C(C(CC(O1)OC2CC(CC3=C2C(=C4C(=C3O)C(=O)C5=C(C4=O)C(=CC=C5)OC)O)(C(=O)CO)O)N)O.Cl. Cell line: LOX IMVI. Synergy scores: CSS=45.9, Synergy_ZIP=-6.29, Synergy_Bliss=-1.89, Synergy_Loewe=1.64, Synergy_HSA=1.90. (6) Drug 1: CC(C)CN1C=NC2=C1C3=CC=CC=C3N=C2N. Drug 2: C(CCl)NC(=O)N(CCCl)N=O. Cell line: CAKI-1. Synergy scores: CSS=7.04, Synergy_ZIP=0.278, Synergy_Bliss=6.28, Synergy_Loewe=2.23, Synergy_HSA=2.71. (7) Drug 2: CS(=O)(=O)OCCCCOS(=O)(=O)C. Synergy scores: CSS=5.01, Synergy_ZIP=-3.13, Synergy_Bliss=-4.30, Synergy_Loewe=-3.50, Synergy_HSA=-2.53. Drug 1: CN1C2=C(C=C(C=C2)N(CCCl)CCCl)N=C1CCCC(=O)O.Cl. Cell line: A498.